Dataset: Reaction yield outcomes from USPTO patents with 853,638 reactions. Task: Predict the reaction yield, written as a fraction of the theoretical maximum amount of product (1.0 means a 100% yield; for example, 0.34 means a 34% yield). The reactants are Br[C:2]1[C:3]2[CH:13]=[C:12]([Cl:14])[CH:11]=[CH:10][C:4]=2[S:5][C:6]=1[C:7](=[O:9])[CH3:8].C([O-])([O-])=O.[K+].[K+].[C:21]1(B(O)O)[CH:26]=[CH:25][CH:24]=[CH:23][CH:22]=1.CCO. The catalyst is C1(C)C=CC=CC=1. The product is [Cl:14][C:12]1[CH:11]=[CH:10][C:4]2[S:5][C:6]([C:7](=[O:9])[CH3:8])=[C:2]([C:21]3[CH:26]=[CH:25][CH:24]=[CH:23][CH:22]=3)[C:3]=2[CH:13]=1. The yield is 0.570.